This data is from Full USPTO retrosynthesis dataset with 1.9M reactions from patents (1976-2016). The task is: Predict the reactants needed to synthesize the given product. Given the product [Cl:1][C:2]1[CH:3]=[CH:4][C:5]([CH:8]([CH2:12][OH:13])[C:9]([NH:14][C:15]2[CH:20]=[N:19][CH:18]=[C:17]([C:21]([C:23]3[C:31]4[CH:30]=[N:29][CH:28]=[N:27][C:26]=4[N:25]([CH:32]([CH3:34])[CH3:33])[CH:24]=3)=[O:22])[CH:16]=2)=[O:11])=[CH:6][CH:7]=1, predict the reactants needed to synthesize it. The reactants are: [Cl:1][C:2]1[CH:7]=[CH:6][C:5]([CH:8]([CH2:12][OH:13])[C:9]([OH:11])=O)=[CH:4][CH:3]=1.[NH2:14][C:15]1[CH:16]=[C:17]([C:21]([C:23]2[C:31]3[CH:30]=[N:29][CH:28]=[N:27][C:26]=3[N:25]([CH:32]([CH3:34])[CH3:33])[CH:24]=2)=[O:22])[CH:18]=[N:19][CH:20]=1.C(N(C(C)C)CC)(C)C.CCN=C=NCCCN(C)C.Cl.C1C=CC2N(O)N=NC=2C=1.